Dataset: Catalyst prediction with 721,799 reactions and 888 catalyst types from USPTO. Task: Predict which catalyst facilitates the given reaction. (1) Reactant: [F:1][C:2]([F:47])([F:46])[C:3]1[CH:4]=[C:5]([CH:39]=[C:40]([C:42]([F:45])([F:44])[F:43])[CH:41]=1)[CH2:6][N:7]([CH2:15][C:16]1[CH:17]=[C:18]2[C:33]([CH3:34])=[N:32][N:31]([C:35]([CH3:38])([CH3:37])[CH3:36])[C:19]2=[N:20][C:21]=1[N:22]([CH2:27][CH:28]1[CH2:30][CH2:29]1)[CH2:23][CH:24]1[CH2:26][CH2:25]1)[C:8]1[N:13]=[CH:12][C:11](Br)=[CH:10][N:9]=1.[NH2:48][C@@H:49]1[CH2:54][CH2:53][CH2:52]C[C@H]1N.C([O-])([O-])=[O:57].[K+].[K+]. Product: [CH:24]1([CH2:23][N:22]([CH2:27][CH:28]2[CH2:30][CH2:29]2)[C:21]2[N:20]=[C:19]3[N:31]([C:35]([CH3:38])([CH3:37])[CH3:36])[N:32]=[C:33]([CH3:34])[C:18]3=[CH:17][C:16]=2[CH2:15][N:7]([CH2:6][C:5]2[CH:4]=[C:3]([C:2]([F:47])([F:46])[F:1])[CH:41]=[C:40]([C:42]([F:45])([F:44])[F:43])[CH:39]=2)[C:8]2[N:13]=[CH:12][C:11]([N:48]3[CH2:52][CH2:53][CH2:54][C:49]3=[O:57])=[CH:10][N:9]=2)[CH2:26][CH2:25]1. The catalyst class is: 185. (2) Reactant: [OH:1][C:2]1[CH:3]=[C:4]2[C:8](=[CH:9][CH:10]=1)[N:7]([CH3:11])[CH:6]=[C:5]2[CH:12]=[O:13].Br[CH2:15][C:16]([NH2:18])=[O:17].C(N=P(N(C)C)(N(C)C)N(C)C)(C)(C)C.Cl. Product: [CH:12]([C:5]1[C:4]2[C:8](=[CH:9][CH:10]=[C:2]([O:1][CH2:15][C:16]([NH2:18])=[O:17])[CH:3]=2)[N:7]([CH3:11])[CH:6]=1)=[O:13]. The catalyst class is: 136. (3) Reactant: [Cl:1][C:2]1[CH:3]=[C:4]([C:25]([O:27]CC)=O)[C:5]2[C:6](=O)[CH:7]([C:18]3[N:19]([CH3:23])[CH:20]=[CH:21][N:22]=3)[CH:8]([C:12]3[CH:17]=[CH:16][CH:15]=[CH:14][CH:13]=3)[NH:9][C:10]=2[CH:11]=1.O.[NH2:31][NH2:32]. Product: [Cl:1][C:2]1[CH:11]=[C:10]2[NH:9][CH:8]([C:12]3[CH:13]=[CH:14][CH:15]=[CH:16][CH:17]=3)[CH:7]([C:18]3[N:19]([CH3:23])[CH:20]=[CH:21][N:22]=3)[C:6]3=[N:31][NH:32][C:25](=[O:27])[C:4]([CH:3]=1)=[C:5]23. The catalyst class is: 5. (4) Reactant: [CH:1]([O:4][C:5]([N:7]1[CH2:12][CH2:11][CH:10]([CH2:13][CH2:14][CH2:15][C:16](O)=[O:17])[CH2:9][CH2:8]1)=[O:6])([CH3:3])[CH3:2]. Product: [OH:17][CH2:16][CH2:15][CH2:14][CH2:13][CH:10]1[CH2:9][CH2:8][N:7]([C:5]([O:4][CH:1]([CH3:3])[CH3:2])=[O:6])[CH2:12][CH2:11]1. The catalyst class is: 1. (5) Reactant: [C:1]([C:3]1[CH:8]=[CH:7][C:6]([N:9]2[C:13]([C:14]3[CH:19]=[CH:18][C:17]([S:20]([CH3:23])(=[O:22])=[O:21])=[CH:16][CH:15]=3)=[CH:12][CH:11]=[C:10]2[CH2:24][CH2:25][C:26]([O:28][CH2:29][CH3:30])=[O:27])=[C:5]([CH3:31])[CH:4]=1)#[N:2].C(=O)([O-])[O-:33].[K+].[K+].OO.O. Product: [C:1]([C:3]1[CH:8]=[CH:7][C:6]([N:9]2[C:13]([C:14]3[CH:15]=[CH:16][C:17]([S:20]([CH3:23])(=[O:22])=[O:21])=[CH:18][CH:19]=3)=[CH:12][CH:11]=[C:10]2[CH2:24][CH2:25][C:26]([O:28][CH2:29][CH3:30])=[O:27])=[C:5]([CH3:31])[CH:4]=1)(=[O:33])[NH2:2]. The catalyst class is: 16. (6) Reactant: ClC(Cl)(Cl)[C:3]([C:5]1[N:14]2[C:8]([CH2:9][N:10]([C:19]([C:21]3[CH:26]=[CH:25][C:24]([C:27]4[C:32]([CH3:33])=[CH:31][CH:30]=[CH:29][C:28]=4[CH3:34])=[C:23]([CH3:35])[CH:22]=3)=[O:20])[C:11]3[CH:18]=[CH:17][CH:16]=[CH:15][C:12]=3[CH2:13]2)=[CH:7][CH:6]=1)=[O:4].[NH2:38][CH2:39][C:40]1[CH:41]=[N:42][CH:43]=[CH:44][CH:45]=1.CS(C)=O.C(N(CC)CC)C. Product: [N:42]1[CH:43]=[CH:44][CH:45]=[C:40]([CH2:39][NH:38][C:3]([C:5]2[N:14]3[C:8]([CH2:9][N:10]([C:19]([C:21]4[CH:26]=[CH:25][C:24]([C:27]5[C:28]([CH3:34])=[CH:29][CH:30]=[CH:31][C:32]=5[CH3:33])=[C:23]([CH3:35])[CH:22]=4)=[O:20])[C:11]4[CH:18]=[CH:17][CH:16]=[CH:15][C:12]=4[CH2:13]3)=[CH:7][CH:6]=2)=[O:4])[CH:41]=1. The catalyst class is: 10. (7) Reactant: C(OC(=O)[NH:7][C:8]1[CH:13]=[C:12]([CH2:14][CH3:15])[C:11]([C:16]([F:19])([F:18])[F:17])=[CH:10][C:9]=1[NH:20][C:21](=[O:39])[CH2:22][C:23]([C:25]1[CH:30]=[CH:29][CH:28]=[C:27]([C:31]2[CH:36]=[CH:35][N:34]=[C:33]([C:37]#[N:38])[CH:32]=2)[CH:26]=1)=O)(C)(C)C.C(O)(C(F)(F)F)=O. Product: [CH2:14]([C:12]1[C:11]([C:16]([F:18])([F:17])[F:19])=[CH:10][C:9]2[NH:20][C:21](=[O:39])[CH2:22][C:23]([C:25]3[CH:26]=[C:27]([C:31]4[CH:36]=[CH:35][N:34]=[C:33]([C:37]#[N:38])[CH:32]=4)[CH:28]=[CH:29][CH:30]=3)=[N:7][C:8]=2[CH:13]=1)[CH3:15]. The catalyst class is: 2.